This data is from hERG Central: cardiac toxicity at 1µM, 10µM, and general inhibition. The task is: Predict hERG channel inhibition at various concentrations. The drug is CCN(Cc1ccccc1)CC(O)COC(c1ccc(OC)cc1)c1ccc(OC)cc1. Results: hERG_inhib (hERG inhibition (general)): blocker.